Dataset: Full USPTO retrosynthesis dataset with 1.9M reactions from patents (1976-2016). Task: Predict the reactants needed to synthesize the given product. (1) Given the product [CH3:27][N:26]([C:16]1[CH:15]=[N:14][C:13]([C:9]2[NH:8][CH:12]=[CH:11][CH:10]=2)=[CH:18][C:17]=1[C:19]1[CH:24]=[CH:23][CH:22]=[CH:21][C:20]=1[CH3:25])[C:28](=[O:43])[C:29]1[CH:30]=[C:31]([C:39]([F:41])([F:42])[F:40])[CH:32]=[C:33]([C:35]([F:38])([F:37])[F:36])[CH:34]=1, predict the reactants needed to synthesize it. The reactants are: C(OC([N:8]1[CH:12]=[CH:11][CH:10]=[C:9]1[C:13]1[CH:18]=[C:17]([C:19]2[CH:24]=[CH:23][CH:22]=[CH:21][C:20]=2[CH3:25])[C:16]([N:26]([C:28](=[O:43])[C:29]2[CH:34]=[C:33]([C:35]([F:38])([F:37])[F:36])[CH:32]=[C:31]([C:39]([F:42])([F:41])[F:40])[CH:30]=2)[CH3:27])=[CH:15][N:14]=1)=O)(C)(C)C.C(O)(C(F)(F)F)=O. (2) Given the product [C:18]([O:22][C:23]([N:25]1[CH2:30][CH2:29][C:28](=[CH:31][CH2:32][OH:33])[CH:27]([CH3:36])[CH2:26]1)=[O:24])([CH3:21])([CH3:20])[CH3:19], predict the reactants needed to synthesize it. The reactants are: [H-].C([Al+]CC(C)C)C(C)C.C1(C)C=CC=CC=1.[C:18]([O:22][C:23]([N:25]1[CH2:30][CH2:29][C:28](=[CH:31][C:32](OC)=[O:33])[CH:27]([CH3:36])[CH2:26]1)=[O:24])([CH3:21])([CH3:20])[CH3:19].C(O)C. (3) Given the product [CH3:1][O:2][C:3]([C:5]1[CH:6]=[C:7]([C:12]2[CH:17]=[CH:16][C:15]([CH3:18])=[CH:14][C:13]=2[F:19])[CH:8]=[C:9]([C:25]2[S:24][CH:23]=[N:22][CH:21]=2)[CH:10]=1)=[O:4], predict the reactants needed to synthesize it. The reactants are: [CH3:1][O:2][C:3]([C:5]1[CH:6]=[C:7]([C:12]2[CH:17]=[CH:16][C:15]([CH3:18])=[CH:14][C:13]=2[F:19])[CH:8]=[C:9](I)[CH:10]=1)=[O:4].C[C:21]1[N:22]=[CH:23][S:24][CH:25]=1.CC(O[K])=O. (4) Given the product [N:31]1([C:28]([CH:26]2[CH2:25][CH2:24][C:23]3[C:16]4[C:15]([NH:14][C:6]5[CH:7]=[C:8]6[C:12](=[CH:13][C:5]=5[O:4][CH:2]([CH3:3])[CH3:1])[NH:11][N:10]=[CH:9]6)=[N:20][CH:19]=[N:18][C:17]=4[S:21][C:22]=3[CH2:27]2)=[O:29])[CH2:36][CH2:35][O:34][CH2:33][CH2:32]1, predict the reactants needed to synthesize it. The reactants are: [CH3:1][CH:2]([O:4][C:5]1[CH:13]=[C:12]2[C:8]([CH:9]=[N:10][NH:11]2)=[CH:7][C:6]=1[NH:14][C:15]1[C:16]2[C:23]3[CH2:24][CH2:25][CH:26]([C:28](O)=[O:29])[CH2:27][C:22]=3[S:21][C:17]=2[N:18]=[CH:19][N:20]=1)[CH3:3].[NH:31]1[CH2:36][CH2:35][O:34][CH2:33][CH2:32]1. (5) Given the product [CH3:31][O:30][C:16]1[CH:17]=[C:18]([NH:54][CH3:52])[CH:19]=[CH:20][C:15]=1[O:14][C:11]1[N:12]=[CH:13][C:8]([NH:7][C:38](=[O:39])[C:37]2[CH:41]=[CH:42][C:34]([C:33]([F:44])([F:43])[F:32])=[CH:35][CH:36]=2)=[CH:9][CH:10]=1, predict the reactants needed to synthesize it. The reactants are: CCOC(C)=O.[NH2:7][C:8]1[CH:9]=[CH:10][C:11]([O:14][C:15]2[CH:20]=[CH:19][C:18](CNC(=O)OC(C)(C)C)=[CH:17][C:16]=2[O:30][CH3:31])=[N:12][CH:13]=1.[F:32][C:33]([F:44])([F:43])[C:34]1[CH:42]=[CH:41][C:37]([C:38](Cl)=[O:39])=[CH:36][CH:35]=1.C(O)(C(F)(F)F)=O.[CH2:52]([N:54](CC)CC)C. (6) Given the product [Cl:47][CH2:14][C:12]1[CH:13]=[C:8]([C:6]2[CH:5]=[CH:4][N:3]=[C:2]([O:33][CH2:23][CH3:24])[CH:7]=2)[C:9]([O:16][CH3:17])=[N:10][CH:11]=1, predict the reactants needed to synthesize it. The reactants are: Cl[C:2]1[CH:7]=[C:6]([C:8]2[C:9]([O:16][CH3:17])=[N:10][CH:11]=[C:12]([CH2:14]O)[CH:13]=2)[CH:5]=[CH:4][N:3]=1.ClCC1C(C)=N[C:23]([O:33]C)=[C:24](C2C=CC=C(Cl)C=2)C=1.BrC1C=C(CO)C=NC=1OC.[Cl:47]C1C=C(B(O)O)C=CN=1.